This data is from Full USPTO retrosynthesis dataset with 1.9M reactions from patents (1976-2016). The task is: Predict the reactants needed to synthesize the given product. (1) Given the product [Cl:1][C:2]1[CH:3]=[N:4][CH:5]=[CH:6][C:7]=1[C:8]([NH:58][C:55]1[CH:56]=[CH:57][N:53]([CH2:52][C:49]2[CH:50]=[CH:51][C:46]([O:45][CH3:44])=[CH:47][C:48]=2[C:59]([F:61])([F:60])[F:62])[N:54]=1)=[O:10], predict the reactants needed to synthesize it. The reactants are: [Cl:1][C:2]1[CH:3]=[N:4][CH:5]=[CH:6][C:7]=1[C:8]([OH:10])=O.CN(C(ON1N=NC2C=CC=NC1=2)=[N+](C)C)C.F[P-](F)(F)(F)(F)F.CCN(C(C)C)C(C)C.[CH3:44][O:45][C:46]1[CH:51]=[CH:50][C:49]([CH2:52][N:53]2[CH:57]=[CH:56][C:55]([NH2:58])=[N:54]2)=[C:48]([C:59]([F:62])([F:61])[F:60])[CH:47]=1. (2) Given the product [CH3:4][C:5]1[CH:10]=[CH:9][C:8]([NH2:11])=[CH:7][C:6]=1[C:14]1[CH:15]=[N:16][CH:17]=[CH:18][CH:19]=1, predict the reactants needed to synthesize it. The reactants are: [Sn](Cl)Cl.[CH3:4][C:5]1[CH:10]=[CH:9][C:8]([N+:11]([O-])=O)=[CH:7][C:6]=1[C:14]1[CH:15]=[N:16][CH:17]=[CH:18][CH:19]=1. (3) The reactants are: [Br:1][C:2]1[CH:7]=[CH:6][C:5]([CH:8]([C:13]2[CH:18]=[CH:17][C:16]([Cl:19])=[CH:15][CH:14]=2)[CH2:9][C:10](O)=[O:11])=[CH:4][CH:3]=1.C(N1C=CN=C1)([N:22]1C=CN=C1)=O.N. Given the product [Br:1][C:2]1[CH:7]=[CH:6][C:5]([CH:8]([C:13]2[CH:18]=[CH:17][C:16]([Cl:19])=[CH:15][CH:14]=2)[CH2:9][C:10]([NH2:22])=[O:11])=[CH:4][CH:3]=1, predict the reactants needed to synthesize it. (4) Given the product [O-:24][S:21]([C:20]([F:33])([F:32])[F:19])(=[O:23])=[O:22].[Cl:10][CH2:9][S+:7]([C:14]1[CH:15]=[CH:16][C:17]([CH3:18])=[C:12]([CH3:11])[CH:13]=1)[C:1]1[CH:6]=[CH:5][CH:4]=[CH:3][CH:2]=1, predict the reactants needed to synthesize it. The reactants are: [C:1]1([S:7]([CH2:9][Cl:10])=O)[CH:6]=[CH:5][CH:4]=[CH:3][CH:2]=1.[CH3:11][C:12]1[CH:13]=[CH:14][CH:15]=[CH:16][C:17]=1[CH3:18].[F:19][C:20]([F:33])([F:32])[S:21]([O:24]S(C(F)(F)F)(=O)=O)(=[O:23])=[O:22].